Dataset: Catalyst prediction with 721,799 reactions and 888 catalyst types from USPTO. Task: Predict which catalyst facilitates the given reaction. (1) Reactant: [Br:1][C:2]1[CH:3]=[CH:4][C:5]([O:9][CH3:10])=[N+:6]([O-])[CH:7]=1.[N+:11]([O-])([OH:13])=[O:12].C(=O)([O-])[O-].[K+].[K+]. Product: [Br:1][C:2]1[C:3]([N+:11]([O-:13])=[O:12])=[CH:4][C:5]([O:9][CH3:10])=[N:6][CH:7]=1. The catalyst class is: 65. (2) Reactant: [C:1]([CH:3]1[CH2:8][CH2:7][N:6]([C:9]([O:11][C:12]([CH3:15])([CH3:14])[CH3:13])=[O:10])[CH2:5][CH2:4]1)#[N:2].C([N-]C(C)C)(C)C.[Li+].Br[CH2:25][C:26]1[CH:35]=[CH:34][C:29]([C:30]([O:32][CH3:33])=[O:31])=[CH:28][CH:27]=1. Product: [C:1]([C:3]1([CH2:25][C:26]2[CH:27]=[CH:28][C:29]([C:30]([O:32][CH3:33])=[O:31])=[CH:34][CH:35]=2)[CH2:8][CH2:7][N:6]([C:9]([O:11][C:12]([CH3:15])([CH3:14])[CH3:13])=[O:10])[CH2:5][CH2:4]1)#[N:2]. The catalyst class is: 116. (3) Reactant: [NH2:1][C:2]1[CH:7]=[C:6]([Br:8])[CH:5]=[CH:4][C:3]=1[N:9]([CH3:13])[CH2:10][CH2:11]O.S(Cl)([Cl:16])=O. Product: [Br:8][C:6]1[CH:7]=[C:2]([NH2:1])[C:3]([N:9]([CH2:10][CH2:11][Cl:16])[CH3:13])=[CH:4][CH:5]=1. The catalyst class is: 59. (4) Reactant: [NH2:1][CH2:2][CH:3]1[N:12]2[C:7](=[CH:8][C:9](=[O:18])[C:10]([C:13]([O:15][CH2:16][CH3:17])=[O:14])=[CH:11]2)[C:6]2[CH:19]=[C:20]([O:26][CH2:27][CH3:28])[C:21]([O:23][CH2:24][CH3:25])=[CH:22][C:5]=2[CH2:4]1.C(N(CC)CC)C.[C:36](Cl)(=[O:38])[CH3:37]. Product: [C:36]([NH:1][CH2:2][CH:3]1[N:12]2[C:7](=[CH:8][C:9](=[O:18])[C:10]([C:13]([O:15][CH2:16][CH3:17])=[O:14])=[CH:11]2)[C:6]2[CH:19]=[C:20]([O:26][CH2:27][CH3:28])[C:21]([O:23][CH2:24][CH3:25])=[CH:22][C:5]=2[CH2:4]1)(=[O:38])[CH3:37]. The catalyst class is: 34. (5) Reactant: [C:1]([C:3]1[CH:10]=[CH:9][C:6]([CH2:7][OH:8])=[CH:5][CH:4]=1)#[N:2].[N:11]([C:14]1[CH:23]=[CH:22][CH:21]=[C:20]2[C:15]=1[CH:16]=[CH:17][N:18]=[CH:19]2)=[C:12]=[O:13]. Product: [CH:19]1[C:20]2[C:15](=[C:14]([NH:11][C:12](=[O:13])[O:8][CH2:7][C:6]3[CH:9]=[CH:10][C:3]([C:1]#[N:2])=[CH:4][CH:5]=3)[CH:23]=[CH:22][CH:21]=2)[CH:16]=[CH:17][N:18]=1. The catalyst class is: 27. (6) Reactant: CC1C=CC(S(O[CH2:12][CH2:13][CH2:14][C:15]2[C:23]3[C:18](=[CH:19][CH:20]=[C:21]([F:24])[CH:22]=3)[NH:17][CH:16]=2)(=O)=O)=CC=1.[CH3:25][C:26]1[N:27]=[C:28]([N:34]2[CH2:39][CH2:38][NH:37][CH2:36][CH2:35]2)[S:29][C:30]=1[C:31]([NH2:33])=[O:32].C(=O)([O-])[O-].[K+].[K+].[I-].[K+]. Product: [F:24][C:21]1[CH:22]=[C:23]2[C:18](=[CH:19][CH:20]=1)[NH:17][CH:16]=[C:15]2[CH2:14][CH2:13][CH2:12][N:37]1[CH2:38][CH2:39][N:34]([C:28]2[S:29][C:30]([C:31]([NH2:33])=[O:32])=[C:26]([CH3:25])[N:27]=2)[CH2:35][CH2:36]1. The catalyst class is: 10. (7) Reactant: [CH:1]([C:3]1[CH:11]=[C:10]2[C:6]([CH:7]=[N:8][NH:9]2)=[CH:5][CH:4]=1)=O.[C:12]([CH2:14][C:15]([NH:17][CH3:18])=[O:16])#[N:13].C1CCN2C(=NCCC2)CC1. Product: [C:12]([C:14](=[CH:1][C:3]1[CH:11]=[C:10]2[C:6]([CH:7]=[N:8][NH:9]2)=[CH:5][CH:4]=1)[C:15]([NH:17][CH3:18])=[O:16])#[N:13]. The catalyst class is: 1.